From a dataset of Full USPTO retrosynthesis dataset with 1.9M reactions from patents (1976-2016). Predict the reactants needed to synthesize the given product. (1) The reactants are: [CH2:1]([C:3]1([OH:18])[C:13]2[C:8](=[C:9]([O:15]C)[N:10]=[C:11]([I:14])[CH:12]=2)[CH2:7][O:6][C:5](=[O:17])[CH2:4]1)[CH3:2].C(#N)C.Cl[Si](C)(C)C.O.[O-]S([O-])=O.[Na+].[Na+].[Cl-].[Na+].O. Given the product [CH2:1]([C:3]1([OH:18])[C:13]2[CH:12]=[C:11]([I:14])[NH:10][C:9](=[O:15])[C:8]=2[CH2:7][O:6][C:5](=[O:17])[CH2:4]1)[CH3:2], predict the reactants needed to synthesize it. (2) Given the product [CH2:8]([O:10][C:11]([C@@H:13]1[CH2:17][C@H:16]([NH2:18])[CH2:15][N:14]1[CH2:32][CH:37]1[CH2:34][CH2:35][CH2:36]1)=[O:12])[CH3:9], predict the reactants needed to synthesize it. The reactants are: FC(F)(F)C(O)=O.[CH2:8]([O:10][C:11]([C@@H:13]1[CH2:17][C@H:16]([N:18]=[N+]=[N-])[CH2:15][NH:14]1)=[O:12])[CH3:9].CO[C:32]([C@@H:37]1[CH2:36][C@H:35](N)[CH2:34]N1C[CH:32]1[CH2:37][CH2:36][CH2:35][CH2:34]C1)=O. (3) Given the product [CH3:20][C:21]1[C:29]2[CH2:28][O:27][C:26](=[O:30])[C:25]=2[CH:24]=[CH:23][C:22]=1[CH2:31][CH2:32][N:17]1[CH2:16][CH2:15][CH:14]([NH:13][CH2:12][C:10]2[CH:9]=[CH:8][C:7]3[C:3](=[O:2])[O:4][CH2:5][C:6]=3[CH:11]=2)[CH2:19][CH2:18]1, predict the reactants needed to synthesize it. The reactants are: [Cl-].[O:2]=[C:3]1[C:7]2[CH:8]=[CH:9][C:10]([CH2:12][NH:13][CH:14]3[CH2:19][CH2:18][NH2+:17][CH2:16][CH2:15]3)=[CH:11][C:6]=2[CH2:5][O:4]1.[CH3:20][C:21]1[C:29]2[CH2:28][O:27][C:26](=[O:30])[C:25]=2[CH:24]=[CH:23][C:22]=1[CH2:31][CH:32]=O.C([BH3-])#N.[Na+].C(O)(=O)C. (4) Given the product [Br:2][C:3]1[CH:4]=[C:5]([CH:8]=[CH:9][CH:10]=1)[CH2:6][NH:7][C:18](=[O:19])[O:20][C:21]([CH3:24])([CH3:23])[CH3:22], predict the reactants needed to synthesize it. The reactants are: Cl.[Br:2][C:3]1[CH:4]=[C:5]([CH:8]=[CH:9][CH:10]=1)[CH2:6][NH2:7].C(N(CC)CC)C.[C:18](O[C:18]([O:20][C:21]([CH3:24])([CH3:23])[CH3:22])=[O:19])([O:20][C:21]([CH3:24])([CH3:23])[CH3:22])=[O:19]. (5) Given the product [C:3]([O:7][C:8]([NH:10][C@H:11]([C:15]1[N:19]([CH2:41][O:40][CH2:39][CH2:38][Si:35]([CH3:37])([CH3:36])[CH3:34])[CH:18]=[C:17]([C:20]2[CH:25]=[CH:24][C:23]([NH:26][C:27](=[O:30])[O:28][CH3:29])=[CH:22][C:21]=2[N+:31]([O-:33])=[O:32])[N:16]=1)[CH2:12][CH:13]=[CH2:14])=[O:9])([CH3:4])([CH3:5])[CH3:6], predict the reactants needed to synthesize it. The reactants are: [H-].[Na+].[C:3]([O:7][C:8]([NH:10][C@H:11]([C:15]1[NH:16][C:17]([C:20]2[CH:25]=[CH:24][C:23]([NH:26][C:27](=[O:30])[O:28][CH3:29])=[CH:22][C:21]=2[N+:31]([O-:33])=[O:32])=[CH:18][N:19]=1)[CH2:12][CH:13]=[CH2:14])=[O:9])([CH3:6])([CH3:5])[CH3:4].[CH3:34][Si:35]([CH2:38][CH2:39][O:40][CH2:41]Cl)([CH3:37])[CH3:36]. (6) Given the product [CH2:1]([N:8]1[CH2:13][CH2:12][C:11]([CH3:17])([OH:14])[CH2:10][CH2:9]1)[C:2]1[CH:3]=[CH:4][CH:5]=[CH:6][CH:7]=1, predict the reactants needed to synthesize it. The reactants are: [CH2:1]([N:8]1[CH2:13][CH2:12][C:11](=[O:14])[CH2:10][CH2:9]1)[C:2]1[CH:7]=[CH:6][CH:5]=[CH:4][CH:3]=1.C[Li].[CH2:17]1COCC1.